Dataset: Full USPTO retrosynthesis dataset with 1.9M reactions from patents (1976-2016). Task: Predict the reactants needed to synthesize the given product. (1) Given the product [S:26]1[C:22]([C:17]2[S:18][C:12]3[C:11](=[O:19])[N:10]([C:4]4[C:5]([CH3:9])=[CH:6][C:7]([CH3:8])=[C:2]([Cl:1])[C:3]=4[CH3:20])[C:14](=[O:15])[C:13]=3[CH:16]=2)=[CH:23][CH:24]=[C:25]1[C:27]1[S:28][CH:29]=[CH:30][CH:31]=1, predict the reactants needed to synthesize it. The reactants are: [Cl:1][C:2]1[C:3]([CH3:20])=[C:4]([N:10]2[C:14](=[O:15])[C:13]3[CH:16]=[CH:17][S:18][C:12]=3[C:11]2=[O:19])[C:5]([CH3:9])=[CH:6][C:7]=1[CH3:8].Br[C:22]1[S:26][C:25]([C:27]2[S:28][CH:29]=[CH:30][CH:31]=2)=[CH:24][CH:23]=1.C(O)(=O)C(C)(C)C.C([O-])([O-])=O.[K+].[K+]. (2) Given the product [OH:24][C:16]1[CH:15]=[CH:14][C:13]([O:12][CH2:11][C@@H:10]([OH:32])[CH2:9][NH:8][C@H:33]2[CH2:38][CH2:37][C@H:36]([C:39]3[CH:44]=[CH:43][C:42]([OH:45])=[CH:41][CH:40]=3)[CH2:35][CH2:34]2)=[CH:18][C:17]=1[NH:19][S:20]([CH3:23])(=[O:22])=[O:21], predict the reactants needed to synthesize it. The reactants are: C([N:8]([C@H:33]1[CH2:38][CH2:37][C@H:36]([C:39]2[CH:44]=[CH:43][C:42]([OH:45])=[CH:41][CH:40]=2)[CH2:35][CH2:34]1)[CH2:9][C@H:10]([OH:32])[CH2:11][O:12][C:13]1[CH:14]=[CH:15][C:16]([O:24]CC2C=CC=CC=2)=[C:17]([NH:19][S:20]([CH3:23])(=[O:22])=[O:21])[CH:18]=1)C1C=CC=CC=1. (3) Given the product [F:13][C:8]([F:14])([C:9]([F:12])([F:11])[F:10])[CH2:7][CH:18]([C:17]#[N:21])[C:19]#[N:20], predict the reactants needed to synthesize it. The reactants are: FC(F)(F)S(O[CH2:7][C:8]([F:14])([F:13])[C:9]([F:12])([F:11])[F:10])(=O)=O.[C:17](#[N:21])[CH2:18][C:19]#[N:20].C(=O)([O-])[O-].[K+].[K+].Cl.